Dataset: Reaction yield outcomes from USPTO patents with 853,638 reactions. Task: Predict the reaction yield, written as a fraction of the theoretical maximum amount of product (1.0 means a 100% yield; for example, 0.34 means a 34% yield). (1) The reactants are Br[C:2]1[CH:7]=[CH:6][C:5]([F:8])=[CH:4][CH:3]=1.[Li]CCCC.CCCCCC.[CH3:20][C:21]1([CH3:35])[C:26](=[O:27])[CH2:25][CH2:24][N:23]([C:28]([O:30][C:31]([CH3:34])([CH3:33])[CH3:32])=[O:29])[CH2:22]1. The catalyst is C1COCC1. The product is [F:8][C:5]1[CH:6]=[CH:7][C:2]([C:26]2([OH:27])[CH2:25][CH2:24][N:23]([C:28]([O:30][C:31]([CH3:33])([CH3:32])[CH3:34])=[O:29])[CH2:22][C:21]2([CH3:35])[CH3:20])=[CH:3][CH:4]=1. The yield is 0.464. (2) The reactants are [NH2:1][C:2]1[S:3][CH:4]=[C:5]2[C:10]=1[C:9](=[O:11])[N:8]([C:12]1[CH:17]=[CH:16][C:15]([Cl:18])=[CH:14][CH:13]=1)[N:7]=[C:6]2[C:19]([NH:21][CH:22](C)C)=[O:20].N[C:26]1SC=C2C=1C(=O)N(C1C=CC(Cl)=CC=1)N=C2C(O)=O.Cl.CNC. The product is [NH2:1][C:2]1[S:3][CH:4]=[C:5]2[C:10]=1[C:9](=[O:11])[N:8]([C:12]1[CH:13]=[CH:14][C:15]([Cl:18])=[CH:16][CH:17]=1)[N:7]=[C:6]2[C:19]([N:21]([CH3:22])[CH3:26])=[O:20]. The catalyst is C(O)C. The yield is 0.620. (3) The reactants are Br[C:2]1[CH:24]=[N:23][C:5]2[N:6]([CH2:15][O:16][CH2:17][CH2:18][Si:19]([CH3:22])([CH3:21])[CH3:20])[C:7]3[CH:12]=[N:11][C:10]([C:13]#[N:14])=[CH:9][C:8]=3[C:4]=2[CH:3]=1.C([O-])=O.[NH4+]. The catalyst is O1CCCC1.[Zn]. The product is [CH3:20][Si:19]([CH3:22])([CH3:21])[CH2:18][CH2:17][O:16][CH2:15][N:6]1[C:7]2[CH:12]=[N:11][C:10]([C:13]#[N:14])=[CH:9][C:8]=2[C:4]2[CH:3]=[CH:2][CH:24]=[N:23][C:5]1=2. The yield is 0.800. (4) The reactants are [CH2:1]([NH2:4])[CH2:2][NH2:3].Cl.[C:6](O[C:6](=[O:10])[C:7]([CH3:9])=[CH2:8])(=[O:10])[C:7]([CH3:9])=[CH2:8].[OH-].[Na+]. The catalyst is CO.O. The product is [NH2:3][CH2:2][CH2:1][NH:4][C:6](=[O:10])[C:7]([CH3:9])=[CH2:8]. The yield is 0.280. (5) The reactants are C1(C[O:8][NH:9][C:10]([C:12]2[CH:13]=[C:14]([C:23]([O:25][CH2:26][CH3:27])=[O:24])[CH:15]=[C:16]([C:18]([O:20][CH2:21][CH3:22])=[O:19])[CH:17]=2)=[O:11])C=CC=CC=1. The catalyst is C(O)C.[Pd]. The product is [OH:8][NH:9][C:10]([C:12]1[CH:13]=[C:14]([C:23]([O:25][CH2:26][CH3:27])=[O:24])[CH:15]=[C:16]([C:18]([O:20][CH2:21][CH3:22])=[O:19])[CH:17]=1)=[O:11]. The yield is 0.670. (6) The yield is 0.930. The reactants are C(O)(=O)CCC(O)=O.[Cl:9][C:10]1[CH:20]=[CH:19][C:13]2[CH2:14][CH2:15][NH:16][CH2:17][CH2:18][C:12]=2[C:11]=1[S:21][CH:22]([C:24]1[CH:29]=[CH:28][CH:27]=[CH:26][C:25]=1[C:30]#[N:31])[CH3:23].N1C=CC=CC=1.[C:38]([O:42][C:43](O[C:43]([O:42][C:38]([CH3:41])([CH3:40])[CH3:39])=[O:44])=[O:44])([CH3:41])([CH3:40])[CH3:39]. The product is [C:38]([O:42][C:43]([N:16]1[CH2:17][CH2:18][C:12]2[C:11]([S:21][CH:22]([C:24]3[CH:29]=[CH:28][CH:27]=[CH:26][C:25]=3[C:30]#[N:31])[CH3:23])=[C:10]([Cl:9])[CH:20]=[CH:19][C:13]=2[CH2:14][CH2:15]1)=[O:44])([CH3:41])([CH3:40])[CH3:39]. The catalyst is C(Cl)Cl.